From a dataset of Catalyst prediction with 721,799 reactions and 888 catalyst types from USPTO. Predict which catalyst facilitates the given reaction. Reactant: [O:1]1[CH:3]([C:4]([F:7])([F:6])[F:5])[CH2:2]1.Cl.[CH3:9][N:10]1[CH:14]=[C:13]([C:15]2[CH:16]=[C:17]([C:21]3[N:26]=[CH:25][C:24]([C:27]4[CH:28]=[N:29][N:30]([CH:32]5[CH2:37][CH2:36][NH:35][CH2:34][CH2:33]5)[CH:31]=4)=[CH:23][N:22]=3)[CH:18]=[CH:19][CH:20]=2)[CH:12]=[N:11]1.CCN(C(C)C)C(C)C. Product: [F:5][C:4]([F:7])([F:6])[CH:3]([OH:1])[CH2:2][N:35]1[CH2:34][CH2:33][CH:32]([N:30]2[CH:31]=[C:27]([C:24]3[CH:25]=[N:26][C:21]([C:17]4[CH:18]=[CH:19][CH:20]=[C:15]([C:13]5[CH:12]=[N:11][N:10]([CH3:9])[CH:14]=5)[CH:16]=4)=[N:22][CH:23]=3)[CH:28]=[N:29]2)[CH2:37][CH2:36]1. The catalyst class is: 18.